Dataset: NCI-60 drug combinations with 297,098 pairs across 59 cell lines. Task: Regression. Given two drug SMILES strings and cell line genomic features, predict the synergy score measuring deviation from expected non-interaction effect. (1) Drug 1: COC1=C2C(=CC3=C1OC=C3)C=CC(=O)O2. Drug 2: CC1CCCC2(C(O2)CC(NC(=O)CC(C(C(=O)C(C1O)C)(C)C)O)C(=CC3=CSC(=N3)C)C)C. Cell line: DU-145. Synergy scores: CSS=48.0, Synergy_ZIP=2.13, Synergy_Bliss=-0.227, Synergy_Loewe=-27.7, Synergy_HSA=-1.46. (2) Cell line: RPMI-8226. Drug 1: C1=C(C(=O)NC(=O)N1)F. Drug 2: C1C(C(OC1N2C=C(C(=O)NC2=O)F)CO)O. Synergy scores: CSS=60.8, Synergy_ZIP=-9.42, Synergy_Bliss=-9.59, Synergy_Loewe=-0.403, Synergy_HSA=0.505. (3) Drug 1: C(=O)(N)NO. Drug 2: B(C(CC(C)C)NC(=O)C(CC1=CC=CC=C1)NC(=O)C2=NC=CN=C2)(O)O. Cell line: IGROV1. Synergy scores: CSS=23.7, Synergy_ZIP=-1.81, Synergy_Bliss=-3.60, Synergy_Loewe=-27.3, Synergy_HSA=-3.01. (4) Drug 1: C1=CN(C(=O)N=C1N)C2C(C(C(O2)CO)O)O.Cl. Drug 2: CCC1(CC2CC(C3=C(CCN(C2)C1)C4=CC=CC=C4N3)(C5=C(C=C6C(=C5)C78CCN9C7C(C=CC9)(C(C(C8N6C=O)(C(=O)OC)O)OC(=O)C)CC)OC)C(=O)OC)O.OS(=O)(=O)O. Cell line: SK-MEL-28. Synergy scores: CSS=26.2, Synergy_ZIP=-9.95, Synergy_Bliss=-5.18, Synergy_Loewe=-27.1, Synergy_HSA=-3.51. (5) Drug 1: CC1C(C(CC(O1)OC2CC(CC3=C2C(=C4C(=C3O)C(=O)C5=C(C4=O)C(=CC=C5)OC)O)(C(=O)C)O)N)O.Cl. Drug 2: CN(CCCl)CCCl.Cl. Cell line: KM12. Synergy scores: CSS=12.4, Synergy_ZIP=-9.02, Synergy_Bliss=-9.33, Synergy_Loewe=-4.59, Synergy_HSA=-4.09. (6) Drug 1: CCCS(=O)(=O)NC1=C(C(=C(C=C1)F)C(=O)C2=CNC3=C2C=C(C=N3)C4=CC=C(C=C4)Cl)F. Drug 2: CC1C(C(CC(O1)OC2CC(CC3=C2C(=C4C(=C3O)C(=O)C5=C(C4=O)C(=CC=C5)OC)O)(C(=O)C)O)N)O.Cl. Cell line: SK-MEL-2. Synergy scores: CSS=27.9, Synergy_ZIP=18.8, Synergy_Bliss=24.9, Synergy_Loewe=7.47, Synergy_HSA=21.5.